From a dataset of Full USPTO retrosynthesis dataset with 1.9M reactions from patents (1976-2016). Predict the reactants needed to synthesize the given product. (1) Given the product [Br:1][C:2]1[CH:7]=[CH:6][C:5]([Cl:8])=[C:4]([O:9][CH3:13])[C:3]=1[F:10], predict the reactants needed to synthesize it. The reactants are: [Br:1][C:2]1[C:3]([F:10])=[C:4]([OH:9])[C:5]([Cl:8])=[CH:6][CH:7]=1.CI.[C:13](=O)([O-])[O-].[K+].[K+]. (2) Given the product [CH2:1]([S:8]([NH:11][C:12]([CH:14]1[CH2:15][CH2:16][N:17]([C:20]2[C:30]([Cl:39])=[CH:29][C:23]([C:24]([O:26][CH2:27][CH3:28])=[O:25])=[C:22]([Cl:31])[N:21]=2)[CH2:18][CH2:19]1)=[O:13])(=[O:9])=[O:10])[C:2]1[CH:7]=[CH:6][CH:5]=[CH:4][CH:3]=1, predict the reactants needed to synthesize it. The reactants are: [CH2:1]([S:8]([NH:11][C:12]([CH:14]1[CH2:19][CH2:18][N:17]([C:20]2[CH:30]=[CH:29][C:23]([C:24]([O:26][CH2:27][CH3:28])=[O:25])=[C:22]([Cl:31])[N:21]=2)[CH2:16][CH2:15]1)=[O:13])(=[O:10])=[O:9])[C:2]1[CH:7]=[CH:6][CH:5]=[CH:4][CH:3]=1.C1C(=O)N([Cl:39])C(=O)C1. (3) Given the product [NH2:1][C:2]1[N:7]=[C:6]([N:8]2[CH:17]([CH3:18])[CH2:16][C:15]3[C:10](=[CH:11][C:12]([C:19]4[CH:20]=[C:21]([C:25]([OH:27])=[O:26])[N:22]([CH3:24])[CH:23]=4)=[CH:13][CH:14]=3)[CH2:9]2)[CH:5]=[C:4]([N:35]2[CH2:36][CH2:37][N:38]([CH3:41])[CH2:39][CH2:40]2)[N:3]=1, predict the reactants needed to synthesize it. The reactants are: [NH2:1][C:2]1[N:7]=[C:6]([N:8]2[CH:17]([CH3:18])[CH2:16][C:15]3[C:10](=[CH:11][C:12]([C:19]4[CH:20]=[C:21]([C:25]([O:27]CC5C=CC=CC=5)=[O:26])[N:22]([CH3:24])[CH:23]=4)=[CH:13][CH:14]=3)[CH2:9]2)[CH:5]=[C:4]([N:35]2[CH2:40][CH2:39][N:38]([CH3:41])[CH2:37][CH2:36]2)[N:3]=1. (4) Given the product [F:1][C:2]1[CH:3]=[C:4]([CH:5]=[CH:6][CH:7]=1)[O:8][CH:10]1[CH2:11][CH2:12][CH2:13][CH2:14][O:9]1, predict the reactants needed to synthesize it. The reactants are: [F:1][C:2]1[CH:3]=[C:4]([OH:8])[CH:5]=[CH:6][CH:7]=1.[O:9]1[CH:14]=[CH:13][CH2:12][CH2:11][CH2:10]1. (5) Given the product [Br:32][CH2:10][C:2]1[N:1]=[C:5]2[CH:6]=[CH:7][CH:8]=[CH:9][N:4]2[N:3]=1, predict the reactants needed to synthesize it. The reactants are: [N:1]1[C:2]([CH2:10]O)=[N:3][N:4]2[CH:9]=[CH:8][CH:7]=[CH:6][C:5]=12.C1(P(C2C=CC=CC=2)C2C=CC=CC=2)C=CC=CC=1.C(Br)(Br)(Br)[Br:32]. (6) Given the product [F:35][C:34]([F:37])([F:36])[C:33]([OH:46])=[O:32].[OH:7][NH:8][C:9]([C:11]1([S:17]([C:20]2[CH:21]=[N:22][C:23]([C:26]3[CH:31]=[CH:30][C:29]([O:32][CH2:33][C:34]([F:37])([F:36])[F:35])=[CH:28][CH:27]=3)=[CH:24][CH:25]=2)(=[O:19])=[O:18])[CH2:12][CH2:13][O:14][CH2:15][CH2:16]1)=[O:10], predict the reactants needed to synthesize it. The reactants are: O1CCCCC1[O:7][NH:8][C:9]([C:11]1([S:17]([C:20]2[CH:21]=[N:22][C:23]([C:26]3[CH:31]=[CH:30][C:29]([O:32][CH2:33][C:34]([F:37])([F:36])[F:35])=[CH:28][CH:27]=3)=[CH:24][CH:25]=2)(=[O:19])=[O:18])[CH2:16][CH2:15][O:14][CH2:13][CH2:12]1)=[O:10].C(N(CC)CC)C.O.[OH:46]N1C2C=CC=CC=2N=N1.O1CCCCC1ON.Cl.CN(C)CCCN=C=NCC. (7) Given the product [F:1][C:2]1[CH:3]=[C:4]([CH2:9][C:10]2[S:20][CH2:19][CH:17]([C:16]([OH:21])=[O:15])[N:11]=2)[CH:5]=[C:6]([F:8])[CH:7]=1, predict the reactants needed to synthesize it. The reactants are: [F:1][C:2]1[CH:3]=[C:4]([CH2:9][C:10]#[N:11])[CH:5]=[C:6]([F:8])[CH:7]=1.Cl.C([O:15][C:16](=[O:21])[C@H:17]([CH2:19][SH:20])N)C.